Dataset: Reaction yield outcomes from USPTO patents with 853,638 reactions. Task: Predict the reaction yield, written as a fraction of the theoretical maximum amount of product (1.0 means a 100% yield; for example, 0.34 means a 34% yield). (1) The reactants are [O:1]1[CH:5]=[CH:4][CH:3]=[C:2]1[C:6](=O)[CH2:7][C:8]([O:10][CH2:11][CH3:12])=[O:9].COC(OC)[N:17]([CH3:19])C.[Sn](Cl)(Cl)(Cl)Cl.[F:27][C:28]1[CH:33]=[CH:32][C:31]([NH:34]N)=[CH:30][C:29]=1[C:36]#[N:37]. The catalyst is C1C=CC=CC=1.C(O)(=O)C. The product is [C:36]([C:29]1[CH:30]=[C:31]([N:34]2[C:6]([C:2]3[O:1][CH:5]=[CH:4][CH:3]=3)=[C:7]([C:8]([O:10][CH2:11][CH3:12])=[O:9])[CH:19]=[N:17]2)[CH:32]=[CH:33][C:28]=1[F:27])#[N:37]. The yield is 0.390. (2) The product is [F:1][C:2]([F:7])([F:6])[C:3]([OH:5])=[O:4].[CH3:8][O:9][CH2:10][CH2:11][CH:12]([N:19]1[CH:23]=[C:22]([C:24]2[C:25]3[CH:32]=[CH:31][NH:30][C:26]=3[N:27]=[CH:28][N:29]=2)[CH:21]=[N:20]1)[C:13]1[CH:14]=[CH:15][CH:16]=[CH:17][CH:18]=1. The reactants are [F:1][C:2]([F:7])([F:6])[C:3]([OH:5])=[O:4].[CH3:8][O:9][CH2:10][CH2:11][CH:12]([N:19]1[CH:23]=[C:22]([C:24]2[C:25]3[CH:32]=[CH:31][N:30](COCC[Si](C)(C)C)[C:26]=3[N:27]=[CH:28][N:29]=2)[CH:21]=[N:20]1)[C:13]1[CH:18]=[CH:17][CH:16]=[CH:15][CH:14]=1.C(Cl)Cl.CO.C(N)CN. No catalyst specified. The yield is 0.600. (3) The reactants are Cl[C:2]([O:4][CH2:5][CH:6]([CH3:8])[CH3:7])=[O:3].FC(F)(F)C(O)=O.[NH2:16][CH2:17][CH2:18][CH2:19][O:20][C:21]1[CH:30]=[C:29]2[C:24]([C:25]([NH:31][C:32]3[CH:37]=[CH:36][C:35]([Cl:38])=[CH:34][C:33]=3[F:39])=[N:26][CH:27]=[N:28]2)=[CH:23][C:22]=1[O:40][CH3:41].C(N(CC)CC)C. The catalyst is C1COCC1. The product is [Cl:38][C:35]1[CH:36]=[CH:37][C:32]([NH:31][C:25]2[C:24]3[C:29](=[CH:30][C:21]([O:20][CH2:19][CH2:18][CH2:17][NH:16][C:2]([O:4][CH2:5][CH:6]([CH3:8])[CH3:7])=[O:3])=[C:22]([O:40][CH3:41])[CH:23]=3)[N:28]=[CH:27][N:26]=2)=[C:33]([F:39])[CH:34]=1. The yield is 0.200. (4) The reactants are Br[C:2]1[CH:7]=[CH:6][C:5]([C@@H:8]2[O:13][CH2:12][CH2:11][N:10]([C:14]([O:16][C:17]([CH3:20])([CH3:19])[CH3:18])=[O:15])[CH2:9]2)=[CH:4][CH:3]=1.[F:21][C:22]1[CH:27]=[CH:26][C:25]([N:28]2[CH:32]=[C:31](B(O)O)[CH:30]=[N:29]2)=[CH:24][CH:23]=1.P([O-])([O-])([O-])=O.[K+].[K+].[K+].O. The catalyst is CC(N(C)C)=O.C1C=CC([P]([Pd]([P](C2C=CC=CC=2)(C2C=CC=CC=2)C2C=CC=CC=2)([P](C2C=CC=CC=2)(C2C=CC=CC=2)C2C=CC=CC=2)[P](C2C=CC=CC=2)(C2C=CC=CC=2)C2C=CC=CC=2)(C2C=CC=CC=2)C2C=CC=CC=2)=CC=1. The product is [F:21][C:22]1[CH:23]=[CH:24][C:25]([N:28]2[CH:32]=[C:31]([C:2]3[CH:7]=[CH:6][C:5]([C@@H:8]4[O:13][CH2:12][CH2:11][N:10]([C:14]([O:16][C:17]([CH3:20])([CH3:19])[CH3:18])=[O:15])[CH2:9]4)=[CH:4][CH:3]=3)[CH:30]=[N:29]2)=[CH:26][CH:27]=1. The yield is 0.360.